Dataset: NCI-60 drug combinations with 297,098 pairs across 59 cell lines. Task: Regression. Given two drug SMILES strings and cell line genomic features, predict the synergy score measuring deviation from expected non-interaction effect. (1) Drug 1: CC1=C(C(CCC1)(C)C)C=CC(=CC=CC(=CC(=O)O)C)C. Drug 2: CC1CCC2CC(C(=CC=CC=CC(CC(C(=O)C(C(C(=CC(C(=O)CC(OC(=O)C3CCCCN3C(=O)C(=O)C1(O2)O)C(C)CC4CCC(C(C4)OC)O)C)C)O)OC)C)C)C)OC. Cell line: A498. Synergy scores: CSS=4.30, Synergy_ZIP=1.69, Synergy_Bliss=8.17, Synergy_Loewe=5.67, Synergy_HSA=5.91. (2) Drug 1: CC1=C(C=C(C=C1)NC2=NC=CC(=N2)N(C)C3=CC4=NN(C(=C4C=C3)C)C)S(=O)(=O)N.Cl. Drug 2: CN(C)C1=NC(=NC(=N1)N(C)C)N(C)C. Cell line: SK-MEL-5. Synergy scores: CSS=-4.50, Synergy_ZIP=2.56, Synergy_Bliss=0.947, Synergy_Loewe=-5.87, Synergy_HSA=-5.03. (3) Synergy scores: CSS=17.4, Synergy_ZIP=-6.24, Synergy_Bliss=-5.26, Synergy_Loewe=-5.70, Synergy_HSA=-6.22. Drug 1: C1=C(C(=O)NC(=O)N1)N(CCCl)CCCl. Cell line: M14. Drug 2: B(C(CC(C)C)NC(=O)C(CC1=CC=CC=C1)NC(=O)C2=NC=CN=C2)(O)O. (4) Drug 1: CS(=O)(=O)C1=CC(=C(C=C1)C(=O)NC2=CC(=C(C=C2)Cl)C3=CC=CC=N3)Cl. Drug 2: C1CCC(C1)C(CC#N)N2C=C(C=N2)C3=C4C=CNC4=NC=N3. Cell line: SK-MEL-2. Synergy scores: CSS=-4.68, Synergy_ZIP=5.36, Synergy_Bliss=8.43, Synergy_Loewe=0.834, Synergy_HSA=1.98. (5) Drug 1: C1=C(C(=O)NC(=O)N1)F. Drug 2: C1=CC(=CC=C1C#N)C(C2=CC=C(C=C2)C#N)N3C=NC=N3. Cell line: HOP-62. Synergy scores: CSS=32.1, Synergy_ZIP=-6.85, Synergy_Bliss=-5.81, Synergy_Loewe=-5.54, Synergy_HSA=-4.93.